Dataset: Forward reaction prediction with 1.9M reactions from USPTO patents (1976-2016). Task: Predict the product of the given reaction. (1) The product is: [CH3:13][C@@H:9]1[C:8]2([O:14][CH2:15][CH2:16][O:17]2)[CH2:7][CH2:6][C@@:5]2([C:18]3[CH:19]=[CH:20][CH:21]=[CH:22][CH:23]=3)[C@H:10]1[CH2:11][CH2:12][C:3]1[C:4]2=[N:26][NH:25][CH:2]=1. Given the reactants O/[CH:2]=[C:3]1\[C:4](=O)[C@:5]2([C:18]3[CH:23]=[CH:22][CH:21]=[CH:20][CH:19]=3)[C@@H:10]([CH2:11][CH2:12]\1)[C@H:9]([CH3:13])[C:8]1([O:17][CH2:16][CH2:15][O:14]1)[CH2:7][CH2:6]2.[NH2:25][NH2:26], predict the reaction product. (2) Given the reactants [CH:1]1([CH2:4][N:5]2[C:10](=[O:11])[C:9]([CH2:12][O:13][S:14]([CH3:17])(=[O:16])=[O:15])=[CH:8][C:7]([C:18]3[CH:23]=[CH:22][C:21]([S:24][CH3:25])=[CH:20][CH:19]=3)=[N:6]2)[CH2:3][CH2:2]1.ClC1C=CC=C(C(OO)=[O:34])C=1.S([O-])(O)=O.[Na+], predict the reaction product. The product is: [CH:1]1([CH2:4][N:5]2[C:10](=[O:11])[C:9]([CH2:12][O:13][S:14]([CH3:17])(=[O:16])=[O:15])=[CH:8][C:7]([C:18]3[CH:23]=[CH:22][C:21]([S:24]([CH3:25])=[O:34])=[CH:20][CH:19]=3)=[N:6]2)[CH2:3][CH2:2]1. (3) Given the reactants C([O:8][C:9]1[CH:10]=[C:11]([CH:16]=[C:17]([O:19][C:20]2[CH:25]=[CH:24][C:23]([C:26]3[O:27][C:28]([CH3:31])=[N:29][N:30]=3)=[CH:22][CH:21]=2)[CH:18]=1)[C:12]([O:14][CH3:15])=[O:13])C1C=CC=CC=1.[H][H], predict the reaction product. The product is: [OH:8][C:9]1[CH:10]=[C:11]([CH:16]=[C:17]([O:19][C:20]2[CH:21]=[CH:22][C:23]([C:26]3[O:27][C:28]([CH3:31])=[N:29][N:30]=3)=[CH:24][CH:25]=2)[CH:18]=1)[C:12]([O:14][CH3:15])=[O:13]. (4) Given the reactants [CH:1]1([C:4]2[N:9]=[C:8]([C:10]([NH:12][C:13]3[CH:17]=[N:16][N:15]([CH3:18])[C:14]=3[C:19]([OH:21])=O)=[O:11])[C:7]([NH:22][C:23]3[CH:24]=[N:25][CH:26]=[N:27][CH:28]=3)=[N:6][CH:5]=2)[CH2:3][CH2:2]1.[O:29]1[CH2:33][CH2:32][CH2:31][C@@H:30]1[CH2:34][NH2:35], predict the reaction product. The product is: [CH3:18][N:15]1[C:14]([C:19](=[O:21])[NH:35][CH2:34][C@H:30]2[CH2:31][CH2:32][CH2:33][O:29]2)=[C:13]([NH:12][C:10]([C:8]2[C:7]([NH:22][C:23]3[CH:24]=[N:25][CH:26]=[N:27][CH:28]=3)=[N:6][CH:5]=[C:4]([CH:1]3[CH2:3][CH2:2]3)[N:9]=2)=[O:11])[CH:17]=[N:16]1. (5) Given the reactants [Br:1][C:2]1[CH:10]=[C:9]2[C:5]([C:6]([C:11]([O:13][CH3:14])=[O:12])=[N:7][NH:8]2)=[CH:4][CH:3]=1.[C:15](=O)([O-])[O-].[K+].[K+].CI, predict the reaction product. The product is: [Br:1][C:2]1[CH:10]=[C:9]2[C:5]([C:6]([C:11]([O:13][CH3:14])=[O:12])=[N:7][N:8]2[CH3:15])=[CH:4][CH:3]=1. (6) Given the reactants [CH2:1]([O:3][C:4]([C:6]1[S:10][C:9](SC)=[N:8][C:7]=1[NH2:13])=[O:5])[CH3:2].[CH3:14]O.O[O:17][S:18]([O-:20])=O.[K+], predict the reaction product. The product is: [CH2:1]([O:3][C:4]([C:6]1[S:10][C:9]([S:18]([CH3:14])(=[O:20])=[O:17])=[N:8][C:7]=1[NH2:13])=[O:5])[CH3:2]. (7) Given the reactants Cl.[NH2:2][OH:3].C(=O)([O-])[O-].[Na+].[Na+].[CH3:10][N:11]1[C:15]([C:16](=O)[C:17]#[C:18][C:19]2[CH:24]=[CH:23][C:22]([C:25]([F:28])([F:27])[F:26])=[CH:21][CH:20]=2)=[CH:14][CH:13]=[N:12]1, predict the reaction product. The product is: [OH:3][N:2]=[C:16]([C:15]1[N:11]([CH3:10])[N:12]=[CH:13][CH:14]=1)[C:17]#[C:18][C:19]1[CH:24]=[CH:23][C:22]([C:25]([F:28])([F:27])[F:26])=[CH:21][CH:20]=1. (8) Given the reactants [CH3:1][Mg]Br.[F:4][C:5]([F:20])([F:19])[C:6]1[CH:18]=[CH:17][C:9]([C:10]([CH:12]2[CH2:14][CH:13]2[C:15]#[N:16])=[O:11])=[CH:8][CH:7]=1, predict the reaction product. The product is: [OH:11][C:10]([CH:12]1[CH2:14][CH:13]1[C:15]#[N:16])([C:9]1[CH:17]=[CH:18][C:6]([C:5]([F:19])([F:20])[F:4])=[CH:7][CH:8]=1)[CH3:1]. (9) Given the reactants C([N-]C(C)C)(C)C.[Li+].[Cl:9][C:10]1[C:15]([CH3:16])=[CH:14][CH:13]=[CH:12][N:11]=1.[Cl:17][C:18]1([C:21](OCC)=[O:22])[CH2:20][CH2:19]1.CC1C=CC=CN=1.[Cl-].[NH4+], predict the reaction product. The product is: [Cl:17][C:18]1([C:21](=[O:22])[CH2:16][C:15]2[C:10]([Cl:9])=[N:11][CH:12]=[CH:13][CH:14]=2)[CH2:20][CH2:19]1.